Predict the product of the given reaction. From a dataset of Forward reaction prediction with 1.9M reactions from USPTO patents (1976-2016). (1) Given the reactants [N:1]1[CH:6]=[CH:5][C:4]([C:7]2[C:15]3[C:10](=[CH:11][CH:12]=[C:13]([C:16]#[C:17][Si](C(C)C)(C(C)C)C(C)C)[CH:14]=3)[N:9]([C:28]([O:30][C:31]([CH3:34])([CH3:33])[CH3:32])=[O:29])[N:8]=2)=[CH:3][CH:2]=1.CCCC[N+](CCCC)(CCCC)CCCC.[F-], predict the reaction product. The product is: [C:16]([C:13]1[CH:14]=[C:15]2[C:10](=[CH:11][CH:12]=1)[N:9]([C:28]([O:30][C:31]([CH3:34])([CH3:33])[CH3:32])=[O:29])[N:8]=[C:7]2[C:4]1[CH:3]=[CH:2][N:1]=[CH:6][CH:5]=1)#[CH:17]. (2) Given the reactants [NH2:1][C:2]1[CH:3]=[CH:4][C:5]([O:8][CH3:9])=[N:6][CH:7]=1.[C:10](N1C=CC=CC1=O)(N1C=CC=CC1=O)=[S:11], predict the reaction product. The product is: [N:1]([C:2]1[CH:3]=[CH:4][C:5]([O:8][CH3:9])=[N:6][CH:7]=1)=[C:10]=[S:11].